This data is from Forward reaction prediction with 1.9M reactions from USPTO patents (1976-2016). The task is: Predict the product of the given reaction. (1) Given the reactants [CH2:1]([O:8][CH2:9][N:10]1[C:15](=[O:16])[C:14]([Br:17])=[N:13][N:12]([CH2:18][C:19](F)(F)[C:20]2[CH:25]=[CH:24][CH:23]=[CH:22][CH:21]=2)[C:11]1=[O:28])[C:2]1[CH:7]=[CH:6][CH:5]=[CH:4][CH:3]=1.[CH:29]1C2C(=C(CO)C=CC=2)C=[CH:31][N:30]=1, predict the reaction product. The product is: [CH2:1]([O:8][CH2:9][N:10]1[C:15](=[O:16])[C:14]([Br:17])=[N:13][N:12]([CH2:18][C:19]2[CH:24]=[CH:23][CH:22]=[C:21]3[C:20]=2[CH:25]=[CH:29][N:30]=[CH:31]3)[C:11]1=[O:28])[C:2]1[CH:7]=[CH:6][CH:5]=[CH:4][CH:3]=1. (2) The product is: [C:1]([O:5][C:6]([N:8]1[CH2:9][CH:10]=[C:11]([C:15]2[CH:20]=[CH:19][C:18]([C:21]3([C:24]([OH:26])=[O:25])[CH2:23][CH2:22]3)=[CH:17][CH:16]=2)[CH2:12][CH2:13]1)=[O:7])([CH3:4])([CH3:2])[CH3:3]. Given the reactants [C:1]([O:5][C:6]([N:8]1[CH2:13][CH2:12][C:11]([C:15]2[CH:20]=[CH:19][C:18]([C:21]3([C:24]([OH:26])=[O:25])[CH2:23][CH2:22]3)=[CH:17][CH:16]=2)(O)[CH2:10][CH2:9]1)=[O:7])([CH3:4])([CH3:3])[CH3:2].FC(F)(F)C(O)=O.O1CCCC1.C(OC(OC(OC(C)(C)C)=O)=O)(C)(C)C.C(N(CC)C(C)C)(C)C, predict the reaction product. (3) Given the reactants [C:1](Cl)([O:3][CH2:4][C:5]([Cl:8])([Cl:7])[Cl:6])=[O:2].[I:10][C:11]1[CH:19]=[C:15]([C:16]([OH:18])=[O:17])[C:14]([NH2:20])=[CH:13][CH:12]=1.N1C=CC=CC=1, predict the reaction product. The product is: [I:10][C:11]1[CH:12]=[CH:13][C:14]([NH:20][C:1]([O:3][CH2:4][C:5]([Cl:8])([Cl:7])[Cl:6])=[O:2])=[C:15]([CH:19]=1)[C:16]([OH:18])=[O:17]. (4) Given the reactants Cl.[CH3:2][O:3][NH:4][CH3:5].C(N(C(C)C)CC)(C)C.[CH:15]1([CH2:21][N:22]2[C:26]3[CH:27]=[CH:28][C:29]([C:31]([OH:33])=O)=[CH:30][C:25]=3[N:24]=[C:23]2[C:34]([CH3:38])([CH3:37])[CH2:35][CH3:36])[CH2:20][CH2:19][CH2:18][CH2:17][CH2:16]1.CN(C(ON1N=NC2C=CC=NC1=2)=[N+](C)C)C.F[P-](F)(F)(F)(F)F, predict the reaction product. The product is: [CH:15]1([CH2:21][N:22]2[C:26]3[CH:27]=[CH:28][C:29]([C:31]([N:4]([O:3][CH3:2])[CH3:5])=[O:33])=[CH:30][C:25]=3[N:24]=[C:23]2[C:34]([CH3:37])([CH3:38])[CH2:35][CH3:36])[CH2:20][CH2:19][CH2:18][CH2:17][CH2:16]1. (5) Given the reactants [F:1][C:2]1[CH:7]=[CH:6][C:5]([NH:8][C:9]2[CH:14]=[CH:13][N:12]=[C:11]([NH:15][C:16]3[CH:21]=[CH:20][C:19]([S:22]([N:25]([CH3:32])[CH:26]4[CH2:31][CH2:30][NH:29][CH2:28][CH2:27]4)(=[O:24])=[O:23])=[CH:18][CH:17]=3)[N:10]=2)=[CH:4][CH:3]=1.[F:33][C:34]1[CH:41]=[CH:40][CH:39]=[CH:38][C:35]=1[CH:36]=O, predict the reaction product. The product is: [F:33][C:34]1[CH:41]=[CH:40][CH:39]=[CH:38][C:35]=1[CH2:36][N:29]1[CH2:30][CH2:31][CH:26]([N:25]([CH3:32])[S:22]([C:19]2[CH:18]=[CH:17][C:16]([NH:15][C:11]3[N:10]=[C:9]([NH:8][C:5]4[CH:6]=[CH:7][C:2]([F:1])=[CH:3][CH:4]=4)[CH:14]=[CH:13][N:12]=3)=[CH:21][CH:20]=2)(=[O:23])=[O:24])[CH2:27][CH2:28]1.